Dataset: NCI-60 drug combinations with 297,098 pairs across 59 cell lines. Task: Regression. Given two drug SMILES strings and cell line genomic features, predict the synergy score measuring deviation from expected non-interaction effect. Drug 1: CC1=C2C(C(=O)C3(C(CC4C(C3C(C(C2(C)C)(CC1OC(=O)C(C(C5=CC=CC=C5)NC(=O)OC(C)(C)C)O)O)OC(=O)C6=CC=CC=C6)(CO4)OC(=O)C)OC)C)OC. Drug 2: CC(CN1CC(=O)NC(=O)C1)N2CC(=O)NC(=O)C2. Cell line: HOP-62. Synergy scores: CSS=26.7, Synergy_ZIP=-1.72, Synergy_Bliss=-2.22, Synergy_Loewe=-13.8, Synergy_HSA=0.0508.